Task: Predict the reactants needed to synthesize the given product.. Dataset: Full USPTO retrosynthesis dataset with 1.9M reactions from patents (1976-2016) (1) Given the product [Cl:1][C:2]1[CH:3]=[C:4]([CH:10]=[CH:11][CH:12]=1)[O:5][CH2:6][C:7]([N:33]1[CH2:32][CH2:31][C:30]2[C:35](=[CH:36][C:27]([C:25]3[CH:26]=[C:21]([N:18]4[CH2:17][CH2:16][N:15]([CH3:14])[CH2:20][CH2:19]4)[N:22]=[C:23]([NH2:37])[N:24]=3)=[CH:28][CH:29]=2)[CH2:34]1)=[O:8], predict the reactants needed to synthesize it. The reactants are: [Cl:1][C:2]1[CH:3]=[C:4]([CH:10]=[CH:11][CH:12]=1)[O:5][CH2:6][C:7](Cl)=[O:8].Cl.[CH3:14][N:15]1[CH2:20][CH2:19][N:18]([C:21]2[CH:26]=[C:25]([C:27]3[CH:36]=[C:35]4[C:30]([CH2:31][CH2:32][NH:33][CH2:34]4)=[CH:29][CH:28]=3)[N:24]=[C:23]([NH2:37])[N:22]=2)[CH2:17][CH2:16]1. (2) Given the product [F:24][CH:2]([F:1])[C:3]1[N:8]2[N:9]=[CH:10][C:11]([C:12]#[C:13][C:29]3[CH:28]=[N:27][C:26]([NH2:25])=[N:31][CH:30]=3)=[C:7]2[N:6]=[C:5]([C:14]2[CH:19]=[CH:18][C:17]([C:20]([F:23])([F:22])[F:21])=[CH:16][CH:15]=2)[CH:4]=1, predict the reactants needed to synthesize it. The reactants are: [F:1][CH:2]([F:24])[C:3]1[N:8]2[N:9]=[CH:10][C:11]([C:12]#[CH:13])=[C:7]2[N:6]=[C:5]([C:14]2[CH:19]=[CH:18][C:17]([C:20]([F:23])([F:22])[F:21])=[CH:16][CH:15]=2)[CH:4]=1.[NH2:25][C:26]1[N:31]=[CH:30][C:29](I)=[CH:28][N:27]=1.